Dataset: Full USPTO retrosynthesis dataset with 1.9M reactions from patents (1976-2016). Task: Predict the reactants needed to synthesize the given product. (1) The reactants are: C[O:2][C:3]1[CH:8]=[CH:7][CH:6]=[C:5]([C:9]2[C:10](=[O:27])[N:11]([C:21]3[CH:26]=[CH:25][CH:24]=[CH:23][CH:22]=3)[CH:12]=[C:13]([C:15]3[CH:20]=[CH:19][CH:18]=[CH:17][N:16]=3)[CH:14]=2)[N:4]=1.Cl. Given the product [OH:2][C:3]1[CH:8]=[CH:7][CH:6]=[C:5]([C:9]2[C:10](=[O:27])[N:11]([C:21]3[CH:26]=[CH:25][CH:24]=[CH:23][CH:22]=3)[CH:12]=[C:13]([C:15]3[CH:20]=[CH:19][CH:18]=[CH:17][N:16]=3)[CH:14]=2)[N:4]=1, predict the reactants needed to synthesize it. (2) Given the product [O:1]1[C:5]2([CH2:10][CH2:9][CH:8]([CH:11]([OH:12])[CH2:13][CH3:14])[CH2:7][CH2:6]2)[O:4][CH2:3][CH2:2]1, predict the reactants needed to synthesize it. The reactants are: [O:1]1[C:5]2([CH2:10][CH2:9][CH:8]([CH:11]=[O:12])[CH2:7][CH2:6]2)[O:4][CH2:3][CH2:2]1.[CH2:13]([Mg]Br)[CH3:14]. (3) Given the product [Cl:13][C:14]1[CH:15]=[C:16]([NH:21][C:22]2[C:31]3[C:26](=[CH:27][C:28]([O:12][C@H:9]4[CH2:10][CH2:11][O:7][CH2:8]4)=[C:29]([N+:32]([O-:34])=[O:33])[CH:30]=3)[N:25]=[CH:24][N:23]=2)[CH:17]=[CH:18][C:19]=1[F:20], predict the reactants needed to synthesize it. The reactants are: CC(C)([O-])C.[K+].[O:7]1[CH2:11][CH2:10][C@H:9]([OH:12])[CH2:8]1.[Cl:13][C:14]1[CH:15]=[C:16]([NH:21][C:22]2[C:31]3[C:26](=[CH:27][C:28](F)=[C:29]([N+:32]([O-:34])=[O:33])[CH:30]=3)[N:25]=[CH:24][N:23]=2)[CH:17]=[CH:18][C:19]=1[F:20].Cl. (4) Given the product [Br:22][C:21]1[C:12]([C:9]([P:4](=[O:3])([OH:8])[OH:5])([F:10])[F:11])=[CH:13][C:14]2[C:19]([CH:20]=1)=[CH:18][CH:17]=[C:16]([C:23]#[N:24])[CH:15]=2, predict the reactants needed to synthesize it. The reactants are: C([O:3][P:4]([C:9]([C:12]1[C:21]([Br:22])=[CH:20][C:19]2[C:14](=[CH:15][C:16]([C:23]#[N:24])=[CH:17][CH:18]=2)[CH:13]=1)([F:11])[F:10])(=[O:8])[O:5]CC)C.